Dataset: Forward reaction prediction with 1.9M reactions from USPTO patents (1976-2016). Task: Predict the product of the given reaction. (1) Given the reactants [Br:1][C:2]1[CH:11]=[CH:10][CH:9]=[C:8]2[C:3]=1[CH2:4][N:5]([CH3:13])[C:6](=[O:12])[NH:7]2.[H-].[Na+].[F:16][C:17]1[CH:18]=[C:19]([CH:22]=[CH:23][CH:24]=1)[CH2:20]Br, predict the reaction product. The product is: [Br:1][C:2]1[CH:11]=[CH:10][CH:9]=[C:8]2[C:3]=1[CH2:4][N:5]([CH3:13])[C:6](=[O:12])[N:7]2[CH2:20][C:19]1[CH:22]=[CH:23][CH:24]=[C:17]([F:16])[CH:18]=1. (2) The product is: [N:2]1([CH:15]2[CH2:20][CH2:19][CH2:18][N:17]([CH:21]3[CH2:22][NH:23][C:26](=[O:27])[NH:25][CH2:24]3)[CH2:16]2)[C:13]2=[C:14]3[C:9](=[CH:10][CH:11]=[CH:12]2)[CH:8]=[N:7][CH:6]=[C:5]3[CH2:4][CH2:3]1. Given the reactants Cl.[N:2]1([CH:15]2[CH2:20][CH2:19][CH2:18][N:17]([CH:21]([CH2:24][NH2:25])[CH2:22][NH2:23])[CH2:16]2)[C:13]2=[C:14]3[C:9](=[CH:10][CH:11]=[CH:12]2)[CH:8]=[N:7][CH:6]=[C:5]3[CH2:4][CH2:3]1.[C:26](=O)([O-])[O:27]C1C=CC([N+]([O-])=O)=CC=1, predict the reaction product.